From a dataset of NCI-60 drug combinations with 297,098 pairs across 59 cell lines. Regression. Given two drug SMILES strings and cell line genomic features, predict the synergy score measuring deviation from expected non-interaction effect. Cell line: OVCAR3. Synergy scores: CSS=44.1, Synergy_ZIP=0.449, Synergy_Bliss=0.0542, Synergy_Loewe=-42.6, Synergy_HSA=-0.695. Drug 2: C1CN(P(=O)(OC1)NCCCl)CCCl. Drug 1: C1=NC2=C(N1)C(=S)N=C(N2)N.